Task: Predict the reaction yield, written as a fraction of the theoretical maximum amount of product (1.0 means a 100% yield; for example, 0.34 means a 34% yield).. Dataset: Reaction yield outcomes from USPTO patents with 853,638 reactions The reactants are [Br:1][C:2]1[CH:7]=[CH:6][C:5]([NH:8][C:9]2[C:14]([N+:15]([O-:17])=[O:16])=[C:13](F)[CH:12]=[C:11]([F:19])[C:10]=2[F:20])=[C:4]([F:21])[CH:3]=1.[CH3:22][O-:23].[Na+]. No catalyst specified. The product is [Br:1][C:2]1[CH:7]=[CH:6][C:5]([NH:8][C:9]2[C:14]([N+:15]([O-:17])=[O:16])=[C:13]([O:23][CH3:22])[CH:12]=[C:11]([F:19])[C:10]=2[F:20])=[C:4]([F:21])[CH:3]=1. The yield is 0.810.